From a dataset of Catalyst prediction with 721,799 reactions and 888 catalyst types from USPTO. Predict which catalyst facilitates the given reaction. (1) Reactant: [Br:1][C:2]1[CH:3]=[C:4]([C@@:8]([NH:18][S@@:19]([C:21]([CH3:24])([CH3:23])[CH3:22])=[O:20])([CH2:11][C:12](=[O:17])[C:13]([F:16])([F:15])[F:14])[CH2:9][F:10])[CH:5]=[CH:6][CH:7]=1. Product: [Br:1][C:2]1[CH:3]=[C:4]([C@@:8]([NH:18][S@@:19]([C:21]([CH3:24])([CH3:23])[CH3:22])=[O:20])([CH2:11][C@H:12]([OH:17])[C:13]([F:15])([F:14])[F:16])[CH2:9][F:10])[CH:5]=[CH:6][CH:7]=1. The catalyst class is: 41. (2) Reactant: C([O:3][C:4]([C:6]1[CH:7]=[C:8]2[C:13](=[CH:14][CH:15]=1)[NH:12][CH:11]([C:16]1[CH:21]=[CH:20][CH:19]=[C:18]([N:22]3[CH2:27][CH2:26][NH:25][CH2:24][CH2:23]3)[CH:17]=1)[C:10]([CH3:29])([CH3:28])[CH2:9]2)=[O:5])C.[OH-].[Na+].Cl. Product: [CH3:28][C:10]1([CH3:29])[CH2:9][C:8]2[C:13](=[CH:14][CH:15]=[C:6]([C:4]([OH:5])=[O:3])[CH:7]=2)[NH:12][CH:11]1[C:16]1[CH:21]=[CH:20][CH:19]=[C:18]([N:22]2[CH2:27][CH2:26][NH:25][CH2:24][CH2:23]2)[CH:17]=1. The catalyst class is: 364. (3) Reactant: [Cl:1][C:2]1[N:7]=[C:6](Cl)[C:5]2=[CH:9][N:10]=[C:11]([CH:12]3[CH2:17][CH2:16][O:15][CH2:14][CH2:13]3)[N:4]2[N:3]=1.[OH-:18].[K+].Cl. Product: [Cl:1][C:2]1[NH:3][N:4]2[C:11]([CH:12]3[CH2:17][CH2:16][O:15][CH2:14][CH2:13]3)=[N:10][CH:9]=[C:5]2[C:6](=[O:18])[N:7]=1. The catalyst class is: 7. (4) Reactant: [NH2:1][C:2]1[CH:3]=[CH:4][C:5]([O:13][CH:14]([C:21]2[CH:26]=[CH:25][CH:24]=[CH:23][CH:22]=2)[C:15]2[CH:20]=[CH:19][CH:18]=[CH:17][CH:16]=2)=[C:6]([C:8](=O)[CH2:9][CH2:10][CH3:11])[CH:7]=1.[CH3:27][O:28][C:29]1[CH:30]=[C:31]([N:35]=[C:36]=[O:37])[CH:32]=[CH:33][CH:34]=1. Product: [CH:14]([O:13][C:5]1[CH:4]=[CH:3][C:2]([NH:1][C:36]([NH:35][C:31]2[CH:32]=[CH:33][CH:34]=[C:29]([O:28][CH3:27])[CH:30]=2)=[O:37])=[CH:7][C:6]=1[CH2:8][CH2:9][CH2:10][CH3:11])([C:15]1[CH:20]=[CH:19][CH:18]=[CH:17][CH:16]=1)[C:21]1[CH:22]=[CH:23][CH:24]=[CH:25][CH:26]=1. The catalyst class is: 1. (5) Product: [CH3:22][NH:23][C:2]1[N:3]([C:13]2[N:14]=[CH:15][N:16]=[C:17]([NH2:20])[C:18]=2[N:19]=1)[C@@H:4]1[O:12][C@H:9]([CH2:10][OH:11])[C@@H:7]([OH:8])[C@H:5]1[OH:6]. The catalyst class is: 8. Reactant: Br[C:2]1[N:3]([C:13]2[N:14]=[CH:15][N:16]=[C:17]([NH2:20])[C:18]=2[N:19]=1)[C@@H:4]1[O:12][C@H:9]([CH2:10][OH:11])[C@@H:7]([OH:8])[C@H:5]1[OH:6].O.[CH3:22][NH2:23]. (6) Reactant: [F:1][C:2]1([F:32])[CH2:7][CH2:6][N:5]([C:8]([C:10]2[NH:11][C:12]3[C:17]([CH:18]=2)=[CH:16][C:15]([C:19]([N:21]2[CH2:25][CH2:24][CH2:23][C@H:22]2[CH2:26][N:27]2[CH2:31][CH2:30][CH2:29][CH2:28]2)=[O:20])=[CH:14][CH:13]=3)=[O:9])[CH2:4][CH2:3]1.[H-].[Na+].Br[CH2:36][CH:37]1[CH2:40][CH2:39][CH2:38]1. Product: [CH:37]1([CH2:36][N:11]2[C:12]3[C:17](=[CH:16][C:15]([C:19]([N:21]4[CH2:25][CH2:24][CH2:23][C@H:22]4[CH2:26][N:27]4[CH2:31][CH2:30][CH2:29][CH2:28]4)=[O:20])=[CH:14][CH:13]=3)[CH:18]=[C:10]2[C:8]([N:5]2[CH2:6][CH2:7][C:2]([F:1])([F:32])[CH2:3][CH2:4]2)=[O:9])[CH2:40][CH2:39][CH2:38]1. The catalyst class is: 9. (7) The catalyst class is: 22. Product: [Cl:1][C:2]1[S:6][CH:5]=[C:4]([C:7]2[N:8]=[C:9]([NH:12][C:27](=[O:28])[C:26]([F:37])([F:36])[F:25])[S:10][CH:11]=2)[CH:3]=1. Reactant: [Cl:1][C:2]1[S:6][CH:5]=[C:4]([C:7]2[N:8]=[C:9]([NH2:12])[S:10][CH:11]=2)[CH:3]=1.ClCCl.C(N(C(C)C)CC)(C)C.[F:25][C:26]([F:37])([F:36])[C:27](O[C:27](=[O:28])[C:26]([F:37])([F:36])[F:25])=[O:28]. (8) Product: [NH2:1][C:2]1[C:7]([C:8]#[N:9])=[C:6]([O:10][CH2:11][CH3:12])[N:5]=[C:4]([C:13]([NH:44][CH2:43][C:42]2[CH:45]=[CH:46][C:39]([CH3:38])=[CH:40][CH:41]=2)=[O:15])[CH:3]=1. The catalyst class is: 44. Reactant: [NH2:1][C:2]1[C:7]([C:8]#[N:9])=[C:6]([O:10][CH2:11][CH3:12])[N:5]=[C:4]([C:13]([OH:15])=O)[CH:3]=1.CN(C(ON1N=NC2C=CC=CC1=2)=[N+](C)C)C.[B-](F)(F)(F)F.[CH3:38][C:39]1[CH:46]=[CH:45][C:42]([CH2:43][NH2:44])=[CH:41][CH:40]=1.